This data is from Drug-target binding data from BindingDB using Kd measurements. The task is: Regression. Given a target protein amino acid sequence and a drug SMILES string, predict the binding affinity score between them. We predict pKd (pKd = -log10(Kd in M); higher means stronger binding). Dataset: bindingdb_kd. (1) The drug is CCN(CC)CCNC(=O)c1c(C)[nH]c(/C=C2\C(=O)Nc3ccc(F)cc32)c1C. The target protein (P54764) has sequence MAGIFYFALFSCLFGICDAVTGSRVYPANEVTLLDSRSVQGELGWIASPLEGGWEEVSIMDEKNTPIRTYQVCNVMEPSQNNWLRTDWITREGAQRVYIEIKFTLRDCNSLPGVMGTCKETFNLYYYESDNDKERFIRENQFVKIDTIAADESFTQVDIGDRIMKLNTEIRDVGPLSKKGFYLAFQDVGACIALVSVRVFYKKCPLTVRNLAQFPDTITGADTSSLVEVRGSCVNNSEEKDVPKMYCGADGEWLVPIGNCLCNAGHEERSGECQACKIGYYKALSTDATCAKCPPHSYSVWEGATSCTCDRGFFRADNDAASMPCTRPPSAPLNLISNVNETSVNLEWSSPQNTGGRQDISYNVVCKKCGAGDPSKCRPCGSGVHYTPQQNGLKTTKVSITDLLAHTNYTFEIWAVNGVSKYNPNPDQSVSVTVTTNQAAPSSIALVQAKEVTRYSVALAWLEPDRPNGVILEYEVKYYEKDQNERSYRIVRTAARNTDI.... The pKd is 5.0. (2) The compound is CCN1CCN(Cc2ccc(NC(=O)Nc3ccc(Oc4cc(NC)ncn4)cc3)cc2C(F)(F)F)CC1. The target is PFCDPK1(Pfalciparum). The pKd is 8.1. (3) The drug is Cc1sc2c(c1C)C(c1ccc(Cl)cc1)=N[C@@H](CC(=O)OC(C)(C)C)c1nnc(C)n1-2. The target protein sequence is NPPPPETSNPNKPKRQTNQLQYLLRVVLKTLWKHQFAWPFQQPVDAVKLNAPDYYKIIKTPMDMGTIKKRLENNYYWNAQECIQDFNTMFTNCYIYNKPGDDIVLMAEALEKLFLQKINELPT. The pKd is 7.1. (4) The small molecule is Cc1sc2c(c1C)C(c1ccc(Cl)cc1)=N[C@H](CC(=O)OC(C)(C)C)c1nnc(C)n1-2. The pKd is 8.2. The target protein sequence is KPGRVTNQLQYLHKVVMKALWKHQFAWPFRQPVDAVKLGLPDYHKIIKQPMDMGTIKRRLENNYYWAASECMQDFNTMFTNCYIYNKPTDDIVLMAQTLEKIFLQKVASMPQEEQELVVTIPKNEQLKHCNGILKELLSKKHAAYAWPFYKPVDASALGLHDYHDIIKHPMDLSTVKRKMENRDYRDAQEFAADVRLMFSNCYKYNPPDHDVVAMARKLQDVFEFRYAKMPD. (5) The drug is CC(C)[C@H](NC(=O)[C@@H](Cc1c[nH]c2ccccc12)NC(=O)[C@H](Cc1ccc(O)cc1)NC(=O)[C@@H](N)CC(=O)O)C(=O)N[C@H](Cc1c[nH]c2ccccc12)C(=O)N[C@H](Cc1c[nH]c2ccccc12)C(=O)NCC(=O)O. The target protein (P51144) has sequence MGGRAIVTDTNIFSGLESNTTGVTAFSMPAWQLALWATAYLGLVLVAVTGNATVIWIILAHERMRTVTNYFIINLALADLCMAAFNATFNFVYASHNIWYFGRAFCYFQNLFPITAMFVSIYSMTAIAADRYMAIVHPFQPRLSAPITKATIAGIWLVALALASPQCFYSTITVDQGATKCVVAWPNDNGGKMLLLYHLVVFVLVYFLPLVVMFVAYSVIGLTLWKRAVPRHQAHGANLRHLHAKKKFVKAMVLVVLTFAICWLPYHLYFILGSFQKDIYYRKFIQQVYLALFWLAMSSTMYNPIIYCCLNHRFRSGFRLAFRCCPWVTPTEEDRLELTRTPSLSRRVNRCHTKETLFMTADMTHSEATNGQVGSPQDVEPAAP. The pKd is 6.8. (6) The drug is CN1CCC(c2ccc(Nc3ncc(C(F)(F)F)c(CCc4ccccc4CC(N)=O)n3)c(OC(F)(F)F)c2)CC1. The target protein sequence is MAAAYLDPNLNHTPSSSTKTHLGTGMERSPGAMERVLKVFHYFESSSEPTTWASIIRHGDATDVRGIIQKIVDSHKVKHVACYGFRLSHLRSEEVHWLHVDMGVSSVREKYELAHPPEEWKYELRIRYLPKGFLNQFTEDKPTLNFFYQQVKSDYMQEIADQVDQEIALKLGCLEIRRSYWEMRGNALEKKSNYEVLEKDVGLKRFFPKSLLDSVKAKTLRKLIQQTFRQFANLNREESILKFFEILSPVYRFDKECFKCALGSSWIISVELAIGPEEGISYLTDKGCNPTHLADFNQVQTIQYSNSEDKDRKGMLQLKIAGAPEPLTVTAPSLTIAENMADLIDGYCRLVNGATQSFIIRPQKEGERALPSIPKLANSEKQGMRTHAVSVSHCQHKVKKARRFLPLVFCSLEPPPTDEISGDETDDYAEIIDEEDTYTMPSKSYGIDEARDYEIQRERIELGRCIGEGQFGDVHQGVYLSPENPALAVAIKTCKNCTSD.... The pKd is 8.7. (7) The small molecule is O=C(CCCCCCC(=O)Nc1ccc(-c2c3ccc(=O)cc-3oc3cc(O)ccc23)c(C(=O)O)c1)NO. The target protein sequence is AGTGLVLDEQLNEFHCLWDDSFPEGPERLHAIKEQLIQEGLLDRCVSFQARFAEKEELMLVHSLEYIDLMETTQYMNEGELRVLADTYDSVYLHPNSYSCACLASGSVLRLVDAVLGAEIRNGMAIIRPPGHHAQHSLMDGYCMFNHVAVAARYAQQKHRIRRVLIVDWDVVHGQGTQFTFDQDPSVLYFSIHRYEQGRFWPHLKASNWSTTGFGQGQGYTINVPWNQVGMRDADYIAAFLHVLLPVALEFQPQLVLVAAGFDALQGDPKGEMAATPAGFAQLTHLLMGLAGGKLILSLEGGYNLRALAEGVSASLHTLLGDPCPMLESPGAPCRSAQASVSCALEALEPFWEVLVRSTETVERDNMEEDNVEESEEEGPWEPPVLPILTWPVLQSRTGLVYDQNMMNHCNLWDSHHPEVPQRILRIMCRLEELGLAGRCLTLTPRPATEAELLTCHSAEYVGHLRATEKMKTRELHRESSNFDSIYICPSTFACAQLAT.... The pKd is 6.6. (8) The small molecule is CC[C@@H]1C(=O)N(C)c2cnc(Nc3ccc(C(=O)NC4CCN(C)CC4)cc3OC)nc2N1C1CCCC1. The target protein (Q9UK32) has sequence MLPFAPQDEPWDREMEVFSGGGASSGEVNGLKMVDEPMEEGEADSCHDEGVVKEIPITHHVKEGYEKADPAQFELLKVLGQGSFGKVFLVRKKTGPDAGQLYAMKVLKKASLKVRDRVRTKMERDILVEVNHPFIVKLHYAFQTEGKLYLILDFLRGGDVFTRLSKEVLFTEEDVKFYLAELALALDHLHQLGIVYRDLKPENILLDEIGHIKLTDFGLSKESVDQEKKAYSFCGTVEYMAPEVVNRRGHSQSADWWSYGVLMFEMLTGTLPFQGKDRNETMNMILKAKLGMPQFLSAEAQSLLRMLFKRNPANRLGSEGVEEIKRHLFFANIDWDKLYKREVQPPFKPASGKPDDTFCFDPEFTAKTPKDSPGLPASANAHQLFKGFSFVATSIAEEYKITPITSANVLPIVQINGNAAQFGEVYELKEDIGVGSYSVCKRCIHATTNMEFAVKIIDKSKRDPSEEIEILMRYGQHPNIITLKDVFDDGRYVYLVTDLM.... The pKd is 5.0. (9) The drug is CO[C@@H]1[C@H](N(C)C(=O)c2ccccc2)C[C@H]2O[C@]1(C)n1c3ccccc3c3c4c(c5c6ccccc6n2c5c31)C(=O)N[C@H]4O. The target protein (Q15208) has sequence MAMTGSTPCSSMSNHTKERVTMTKVTLENFYSNLIAQHEEREMRQKKLEKVMEEEGLKDEEKRLRRSAHARKETEFLRLKRTRLGLEDFESLKVIGRGAFGEVRLVQKKDTGHVYAMKILRKADMLEKEQVGHIRAERDILVEADSLWVVKMFYSFQDKLNLYLIMEFLPGGDMMTLLMKKDTLTEEETQFYIAETVLAIDSIHQLGFIHRDIKPDNLLLDSKGHVKLSDFGLCTGLKKAHRTEFYRNLNHSLPSDFTFQNMNSKRKAETWKRNRRQLAFSTVGTPDYIAPEVFMQTGYNKLCDWWSLGVIMYEMLIGYPPFCSETPQETYKKVMNWKETLTFPPEVPISEKAKDLILRFCCEWEHRIGAPGVEEIKSNSFFEGVDWEHIRERPAAISIEIKSIDDTSNFDEFPESDILKPTVATSNHPETDYKNKDWVFINYTYKRFEGLTARGAIPSYMKAAK. The pKd is 5.0.